Dataset: Forward reaction prediction with 1.9M reactions from USPTO patents (1976-2016). Task: Predict the product of the given reaction. (1) Given the reactants [CH2:1]([C:5]1[NH:6][C:7]2[C:12]([CH:13]=1)=[C:11]([C:14]([F:17])([F:16])[F:15])[C:10]([C:18]#[N:19])=[CH:9][CH:8]=2)[CH2:2][CH2:3][CH3:4].Br[CH2:21][CH:22]1[CH2:24][CH2:23]1, predict the reaction product. The product is: [CH2:1]([C:5]1[N:6]([CH2:21][CH:22]2[CH2:24][CH2:23]2)[C:7]2[C:12]([CH:13]=1)=[C:11]([C:14]([F:16])([F:17])[F:15])[C:10]([C:18]#[N:19])=[CH:9][CH:8]=2)[CH2:2][CH2:3][CH3:4]. (2) Given the reactants [CH:1]1([CH2:7][NH:8][C:9]2[CH:14]=[CH:13][C:12]([NH:15][C:16](=[O:21])[C:17]([CH3:20])([CH3:19])[CH3:18])=[CH:11][C:10]=2[N+:22]([O-])=O)[CH2:6][CH2:5][CH2:4][CH2:3][CH2:2]1, predict the reaction product. The product is: [NH2:22][C:10]1[CH:11]=[C:12]([NH:15][C:16](=[O:21])[C:17]([CH3:19])([CH3:18])[CH3:20])[CH:13]=[CH:14][C:9]=1[NH:8][CH2:7][CH:1]1[CH2:6][CH2:5][CH2:4][CH2:3][CH2:2]1. (3) Given the reactants C([Li])CCC.[C:6]([O:10][CH2:11][CH3:12])(=[O:9])[C:7]#[CH:8].[CH:13](=[O:18])[CH2:14][CH:15]([CH3:17])[CH3:16].C[Si](Cl)(C)C, predict the reaction product. The product is: [OH:18][CH:13]([CH2:14][CH:15]([CH3:17])[CH3:16])[C:8]#[C:7][C:6]([O:10][CH2:11][CH3:12])=[O:9]. (4) Given the reactants [NH:1]([C:22]([O:24][C:25]([CH3:28])([CH3:27])[CH3:26])=[O:23])[C@H:2]([C:18](OC)=[O:19])[CH2:3][CH2:4][CH2:5][CH2:6][NH:7][C:8]([O:10][CH2:11][C:12]1[CH:17]=[CH:16][CH:15]=[CH:14][CH:13]=1)=[O:9].ClCCl.[H-].C([Al+]CC(C)C)C(C)C.C(O)(=O)CC(CC(O)=O)(C(O)=O)O, predict the reaction product. The product is: [NH:1]([C:22]([O:24][C:25]([CH3:28])([CH3:27])[CH3:26])=[O:23])[C@H:2]([CH:18]=[O:19])[CH2:3][CH2:4][CH2:5][CH2:6][NH:7][C:8]([O:10][CH2:11][C:12]1[CH:13]=[CH:14][CH:15]=[CH:16][CH:17]=1)=[O:9]. (5) The product is: [N+:1]([C:4]1[CH:5]=[C:6]([CH:10]=[CH:11][C:12]=1[C:13]([F:16])([F:15])[F:14])[C:7]([NH:28][C:26]1[S:27][C:23]([C:17]2[CH:22]=[CH:21][CH:20]=[CH:19][CH:18]=2)=[N:24][N:25]=1)=[O:9])([O-:3])=[O:2]. Given the reactants [N+:1]([C:4]1[CH:5]=[C:6]([CH:10]=[CH:11][C:12]=1[C:13]([F:16])([F:15])[F:14])[C:7]([OH:9])=O)([O-:3])=[O:2].[C:17]1([C:23]2[S:27][C:26]([NH2:28])=[N:25][N:24]=2)[CH:22]=[CH:21][CH:20]=[CH:19][CH:18]=1.F[P-](F)(F)(F)(F)F.N1(O[P+](N2CCCC2)(N2CCCC2)N2CCCC2)C2C=CC=CC=2N=N1.C(N(CC)C(C)C)(C)C, predict the reaction product. (6) Given the reactants [Li+].[OH-].C[O:4][C:5](=[O:27])[CH2:6][C:7]1[CH:12]=[CH:11][C:10]([O:13][CH2:14][C:15]([C:17]23[CH2:26][CH:21]4[CH2:22][CH:23]([CH2:25][CH:19]([CH2:20]4)[CH2:18]2)[CH2:24]3)=[O:16])=[CH:9][CH:8]=1, predict the reaction product. The product is: [C:17]12([C:15](=[O:16])[CH2:14][O:13][C:10]3[CH:9]=[CH:8][C:7]([CH2:6][C:5]([OH:27])=[O:4])=[CH:12][CH:11]=3)[CH2:18][CH:19]3[CH2:20][CH:21]([CH2:22][CH:23]([CH2:25]3)[CH2:24]1)[CH2:26]2. (7) Given the reactants Br[C:2]1[CH:7]=[CH:6][CH:5]=[C:4]([C:8]2[CH:13]=[CH:12][CH:11]=[CH:10][CH:9]=2)[N:3]=1.[C:14]1([C:20]2[C:21]3[C:26]([C:27]([C:37]4[CH:42]=[CH:41][CH:40]=[CH:39][CH:38]=4)=[C:28]4[C:33]=2[CH:32]=[C:31](B(O)O)[CH:30]=[CH:29]4)=[CH:25][CH:24]=[CH:23][CH:22]=3)[CH:19]=[CH:18][CH:17]=[CH:16][CH:15]=1, predict the reaction product. The product is: [C:14]1([C:20]2[C:33]3[C:28]([C:27]([C:37]4[CH:38]=[CH:39][CH:40]=[CH:41][CH:42]=4)=[C:26]4[C:21]=2[CH:22]=[C:23]([C:2]2[CH:7]=[CH:6][CH:5]=[C:4]([C:8]5[CH:13]=[CH:12][CH:11]=[CH:10][CH:9]=5)[N:3]=2)[CH:24]=[CH:25]4)=[CH:29][CH:30]=[CH:31][CH:32]=3)[CH:19]=[CH:18][CH:17]=[CH:16][CH:15]=1. (8) Given the reactants [C:1]([C:3]1[CH:4]=[C:5]([C:13]2[N:17]([CH3:18])[N:16]=[CH:15][C:14]=2[CH3:19])[C:6]([CH3:12])=[C:7]([CH:11]=1)[C:8]([OH:10])=O)#[N:2].Cl.[NH2:21][CH2:22][C:23]1[C:24](=[O:31])[NH:25][C:26]([CH3:30])=[CH:27][C:28]=1[CH3:29].C(N(CC)C(C)C)(C)C.F[P-](F)(F)(F)(F)F.N1(OC(N(C)C)=[N+](C)C)C2N=CC=CC=2N=N1, predict the reaction product. The product is: [C:1]([C:3]1[CH:4]=[C:5]([C:13]2[N:17]([CH3:18])[N:16]=[CH:15][C:14]=2[CH3:19])[C:6]([CH3:12])=[C:7]([CH:11]=1)[C:8]([NH:21][CH2:22][C:23]1[C:24](=[O:31])[NH:25][C:26]([CH3:30])=[CH:27][C:28]=1[CH3:29])=[O:10])#[N:2]. (9) Given the reactants [CH3:1][C:2]1[N:6]([CH2:7][C:8]2[CH:13]=[CH:12][C:11]([CH3:14])=[CH:10][CH:9]=2)[N:5]=[C:4]([C:15](OC)=[O:16])[CH:3]=1.[H-].[Al+3].[Li+].[H-].[H-].[H-].O.[OH-].[Na+], predict the reaction product. The product is: [CH3:1][C:2]1[N:6]([CH2:7][C:8]2[CH:13]=[CH:12][C:11]([CH3:14])=[CH:10][CH:9]=2)[N:5]=[C:4]([CH2:15][OH:16])[CH:3]=1.